From a dataset of Catalyst prediction with 721,799 reactions and 888 catalyst types from USPTO. Predict which catalyst facilitates the given reaction. (1) Reactant: Br[C:2]1[CH:3]=[C:4]([C:29]([NH2:31])=[O:30])[C:5]2[N:6]([CH2:25][CH:26]3[CH2:28][CH2:27]3)[C:7]3[C:12]([C:13]=2[CH:14]=1)=[CH:11][CH:10]=[C:9]([C:15]([N:17]1[CH2:22][C@H:21]([CH3:23])[O:20][C@H:19]([CH3:24])[CH2:18]1)=[O:16])[CH:8]=3.[CH3:32][C:33]1([CH3:49])[C:37]([CH3:39])([CH3:38])[O:36][B:35]([B:35]2[O:36][C:37]([CH3:39])([CH3:38])[C:33]([CH3:49])([CH3:32])[O:34]2)[O:34]1.C([O-])(=O)C.[K+]. Product: [CH:26]1([CH2:25][N:6]2[C:5]3[C:4]([C:29]([NH2:31])=[O:30])=[CH:3][C:2]([B:35]4[O:36][C:37]([CH3:39])([CH3:38])[C:33]([CH3:49])([CH3:32])[O:34]4)=[CH:14][C:13]=3[C:12]3[C:7]2=[CH:8][C:9]([C:15]([N:17]2[CH2:18][C@H:19]([CH3:24])[O:20][C@H:21]([CH3:23])[CH2:22]2)=[O:16])=[CH:10][CH:11]=3)[CH2:28][CH2:27]1. The catalyst class is: 819. (2) The catalyst class is: 4. Product: [CH2:1]([O:20][CH:21]([CH2:22][O:23][CH2:24][CH2:25][CH2:26][CH2:27][CH2:28][CH2:29][CH2:30][CH2:31]/[CH:32]=[CH:33]\[CH2:34]/[CH:35]=[CH:36]\[CH2:37][CH2:38][CH2:39][CH2:40][CH3:41])[CH2:42][OH:51])[CH2:2][CH2:3][CH2:4][CH2:5][CH2:6][CH2:7][CH2:8]/[CH:9]=[CH:10]\[CH2:11]/[CH:12]=[CH:13]\[CH2:14][CH2:15][CH2:16][CH2:17][CH3:18]. Reactant: [C:1]([O:20][CH:21]([CH2:42]N1CCCC1)[CH2:22][O:23][CH2:24][CH2:25][CH2:26][CH2:27][CH2:28][CH2:29][CH2:30][CH2:31]/[CH:32]=[CH:33]\[CH2:34]/[CH:35]=[CH:36]\[CH2:37][CH2:38][CH2:39][CH2:40][CH3:41])(=O)[CH2:2][CH2:3][CH2:4][CH2:5][CH2:6][CH2:7][CH2:8]/[CH:9]=[CH:10]\[CH2:11]/[CH:12]=[CH:13]\[CH2:14][CH2:15][CH2:16][CH2:17][CH3:18].ClC(Cl)C(O)=[O:51]. (3) Reactant: [NH2:1][CH2:2][CH2:3][CH2:4][C@H:5]([NH:9][C:10]([C:12]1[C:13](=[O:26])[N:14]([CH2:18][C:19]2[CH:24]=[CH:23][CH:22]=[C:21]([Cl:25])[CH:20]=2)[CH:15]=[CH:16][CH:17]=1)=[O:11])[C:6]([OH:8])=[O:7].[C:27]([OH:33])([C:29]([F:32])([F:31])[F:30])=[O:28].Cl.[C:35](=[NH:40])(OCC)[CH3:36].CCN(CC)CC. Product: [Cl:25][C:21]1[CH:20]=[C:19]([CH:24]=[CH:23][CH:22]=1)[CH2:18][N:14]1[CH:15]=[CH:16][CH:17]=[C:12]([C:10]([NH:9][C@@H:5]([CH2:4][CH2:3][CH2:2][NH:1][C:35](=[NH:40])[CH3:36])[C:6]([OH:8])=[O:7])=[O:11])[C:13]1=[O:26].[C:27]([OH:33])([C:29]([F:32])([F:31])[F:30])=[O:28]. The catalyst class is: 8. (4) Reactant: C([O:8][C@H:9]([CH2:11][CH2:12][CH2:13][CH2:14][CH2:15][CH2:16][C@@H:17]([OH:20])[CH2:18][CH3:19])[CH3:10])C1C=CC=CC=1.C(OCC)(=O)C.CCCCCC. Product: [CH3:10][C@H:9]([OH:8])[CH2:11][CH2:12][CH2:13][CH2:14][CH2:15][CH2:16][C@@H:17]([OH:20])[CH2:18][CH3:19]. The catalyst class is: 29. (5) Reactant: [O:1]1[C:5]2[CH:6]=[CH:7][CH:8]=[C:9]([C:10]([CH3:13])(O)[CH3:11])[C:4]=2[O:3][CH2:2]1.[CH2:14]([O:16][C:17](=[O:25])[C:18]([O:20][Si](C)(C)C)=[CH2:19])[CH3:15].[Sn](Cl)(Cl)(Cl)Cl.C(=O)([O-])[O-].[K+].[K+]. Product: [CH2:14]([O:16][C:17](=[O:25])[C:18](=[O:19])[CH2:20][C:10]([C:9]1[C:4]2[O:3][CH2:2][O:1][C:5]=2[CH:6]=[CH:7][CH:8]=1)([CH3:13])[CH3:11])[CH3:15]. The catalyst class is: 4. (6) Reactant: Br[CH:2]1[C:15]2[C:10](=[CH:11][CH:12]=[CH:13][C:14]=2[Cl:16])[C:9](=[O:17])[C:8]2[C:7]([Cl:18])=[CH:6][CH:5]=[CH:4][C:3]1=2.[NH2:19][C:20]1[C:21]([CH3:26])=[CH:22][CH:23]=[CH:24][CH:25]=1.O. Product: [C:21]1([CH3:26])[C:20]([NH:19][CH:2]2[C:15]3[C:10](=[CH:11][CH:12]=[CH:13][C:14]=3[Cl:16])[C:9](=[O:17])[C:8]3[C:7]([Cl:18])=[CH:6][CH:5]=[CH:4][C:3]2=3)=[CH:25][CH:24]=[CH:23][CH:22]=1. The catalyst class is: 1. (7) Reactant: C(OC([NH:8][CH2:9][C@H:10]1[CH2:15][CH2:14][C@H:13]([C:16]([NH:18][C@H:19]([C:51](=[O:64])[NH:52][C:53]2[CH:58]=[CH:57][C:56]([C:59]3[N:60]=[N:61][NH:62][N:63]=3)=[CH:55][CH:54]=2)[CH2:20][C:21]2[CH:26]=[CH:25][C:24]([C:27]3[CH:32]=[C:31]([F:33])[C:30]([C:34]([NH:36][CH:37]4[CH2:42][CH2:41][N:40]([C:43](OC(C)(C)C)=O)[CH2:39][CH2:38]4)=[O:35])=[C:29]([F:50])[CH:28]=3)=[CH:23][CH:22]=2)=[O:17])[CH2:12][CH2:11]1)=O)(C)(C)C.[ClH:65]. Product: [ClH:65].[NH2:8][CH2:9][C@H:10]1[CH2:15][CH2:14][C@H:13]([C:16]([NH:18][C@H:19]([C:51](=[O:64])[NH:52][C:53]2[CH:58]=[CH:57][C:56]([C:59]3[N:60]=[N:61][NH:62][N:63]=3)=[CH:55][CH:54]=2)[CH2:20][C:21]2[CH:22]=[CH:23][C:24]([C:27]3[CH:32]=[C:31]([F:33])[C:30]([C:34]([NH:36][CH:37]4[CH2:38][CH2:39][N:40]([CH3:43])[CH2:41][CH2:42]4)=[O:35])=[C:29]([F:50])[CH:28]=3)=[CH:25][CH:26]=2)=[O:17])[CH2:12][CH2:11]1. The catalyst class is: 12. (8) Reactant: [C:1]([O:4][CH2:5][CH2:6][O:7][C:8]1[CH:13]=[C:12]([Cl:14])[CH:11]=[C:10]([Cl:15])[C:9]=1[CH:16]=O)(=[O:3])[CH3:2].CC([O-])=O.[Na+].Cl.[NH2:24][OH:25]. Product: [C:1]([O:4][CH2:5][CH2:6][O:7][C:8]1[CH:13]=[C:12]([Cl:14])[CH:11]=[C:10]([Cl:15])[C:9]=1[CH:16]=[N:24][OH:25])(=[O:3])[CH3:2]. The catalyst class is: 3.